From a dataset of Forward reaction prediction with 1.9M reactions from USPTO patents (1976-2016). Predict the product of the given reaction. (1) The product is: [C:23]([Si:20]([CH3:22])([CH3:21])[O:19][CH:17]([C:13]1[N:12]=[CH:11][C:10]2[C:15](=[CH:16][C:7](/[CH:6]=[CH:5]/[C:4]([CH3:28])([CH3:27])[C:3]([OH:29])=[O:2])=[CH:8][CH:9]=2)[N:14]=1)[CH3:18])([CH3:26])([CH3:25])[CH3:24]. Given the reactants C[O:2][C:3](=[O:29])[C:4]([CH3:28])([CH3:27])/[CH:5]=[CH:6]/[C:7]1[CH:16]=[C:15]2[C:10]([CH:11]=[N:12][C:13]([CH:17]([O:19][Si:20]([C:23]([CH3:26])([CH3:25])[CH3:24])([CH3:22])[CH3:21])[CH3:18])=[N:14]2)=[CH:9][CH:8]=1.[OH-].[Li+], predict the reaction product. (2) Given the reactants [F:1][C:2]([F:7])([F:6])[C:3]([OH:5])=[O:4].[OH:8][C@H:9]1[C@H:15]2[CH2:16][N:11]([C:12]3[CH:29]=[CH:28][C:27]([C:30]4[CH:35]=[CH:34][CH:33]=[C:32]([C:36]([F:39])([F:38])[F:37])[CH:31]=4)=[N:26][C:13]=3[N:14]2[C:17]([NH:19][C:20]2[CH:25]=[CH:24][CH:23]=[CH:22][N:21]=2)=[O:18])[CH2:10]1.CC(OI1(OC(C)=O)(OC(C)=O)OC(=O)C2C1=CC=CC=2)=O.C([O-])(O)=O.[Na+], predict the reaction product. The product is: [F:1][C:2]([F:7])([F:6])[C:3]([OH:5])=[O:4].[O:8]=[C:9]1[C@H:15]2[CH2:16][N:11]([C:12]3[CH:29]=[CH:28][C:27]([C:30]4[CH:35]=[CH:34][CH:33]=[C:32]([C:36]([F:39])([F:38])[F:37])[CH:31]=4)=[N:26][C:13]=3[N:14]2[C:17]([NH:19][C:20]2[CH:25]=[CH:24][CH:23]=[CH:22][N:21]=2)=[O:18])[CH2:10]1. (3) Given the reactants [F:1][C:2]1[CH:3]=[C:4]2[C:8](=[CH:9][CH:10]=1)[NH:7][C:6](=[O:11])[C:5]2=O, predict the reaction product. The product is: [F:1][C:2]1[CH:3]=[C:4]2[C:8](=[CH:9][CH:10]=1)[NH:7][C:6](=[O:11])[CH2:5]2. (4) Given the reactants [Cl:1][C:2]1[N:7]=[CH:6][C:5]2[CH:8]=[C:9]([C:11]([OH:13])=O)[NH:10][C:4]=2[CH:3]=1.CCN=C=NCCCN(C)C.C1C=C2N=NN(O)C2=CC=1.O.[NH2:36][CH:37]1[CH2:46][C:45]2[C:40](=[CH:41][C:42]([Cl:47])=[CH:43][CH:44]=2)[NH:39][C:38]1=[O:48].CCN(C(C)C)C(C)C, predict the reaction product. The product is: [Cl:47][C:42]1[CH:41]=[C:40]2[C:45]([CH2:46][CH:37]([NH:36][C:11]([C:9]3[NH:10][C:4]4[CH:3]=[C:2]([Cl:1])[N:7]=[CH:6][C:5]=4[CH:8]=3)=[O:13])[C:38](=[O:48])[NH:39]2)=[CH:44][CH:43]=1. (5) The product is: [CH3:34][O:35][C:29](=[O:30])[C:28]([C:16]1[C:15]2[C:10](=[CH:11][CH:12]=[CH:13][CH:14]=2)[NH:9][C:8]=1[C:5]1[CH:6]=[CH:7][C:2]([Cl:1])=[C:3]([S:17]([CH2:20][C:21]2[CH:26]=[CH:25][CH:24]=[C:23]([Cl:27])[CH:22]=2)(=[O:19])=[O:18])[CH:4]=1)=[O:36]. Given the reactants [Cl:1][C:2]1[CH:7]=[CH:6][C:5]([C:8]2[NH:9][C:10]3[C:15]([CH:16]=2)=[CH:14][CH:13]=[CH:12][CH:11]=3)=[CH:4][C:3]=1[S:17]([CH2:20][C:21]1[CH:26]=[CH:25][CH:24]=[C:23]([Cl:27])[CH:22]=1)(=[O:19])=[O:18].[C:28](Cl)(=O)[C:29](Cl)=[O:30].[CH3:34][OH:35].[OH2:36], predict the reaction product.